This data is from Forward reaction prediction with 1.9M reactions from USPTO patents (1976-2016). The task is: Predict the product of the given reaction. (1) Given the reactants Cl[CH2:2][C:3]([NH:5][C:6]1[CH:11]=[CH:10][C:9]([NH:12][C:13]2[CH:22]=[CH:21][C:20]3[C:15](=[CH:16][CH:17]=[CH:18][CH:19]=3)[C:14]=2[N+:23]([O-:25])=[O:24])=[CH:8][CH:7]=1)=[O:4].[NH:26]1[CH:30]=[CH:29][N:28]=[CH:27]1.C(=O)([O-])[O-].[Cs+].[Cs+], predict the reaction product. The product is: [N:26]1([CH2:2][C:3]([NH:5][C:6]2[CH:11]=[CH:10][C:9]([NH:12][C:13]3[CH:22]=[CH:21][C:20]4[C:15](=[CH:16][CH:17]=[CH:18][CH:19]=4)[C:14]=3[N+:23]([O-:25])=[O:24])=[CH:8][CH:7]=2)=[O:4])[CH:30]=[CH:29][N:28]=[CH:27]1. (2) Given the reactants [F:1][C:2]1[CH:7]=[CH:6][C:5]([N:8]2[C:16]3[C:11](=[CH:12][C:13]([O:17][C@H:18]([C:22]4[CH:27]=[CH:26][CH:25]=[C:24]([O:28][CH3:29])[CH:23]=4)[C@@H:19]([NH2:21])[CH3:20])=[CH:14][CH:15]=3)[CH:10]=[N:9]2)=[CH:4][CH:3]=1.[O:30]1[CH:34]=[CH:33][N:32]=[C:31]1[C:35](O)=[O:36], predict the reaction product. The product is: [F:1][C:2]1[CH:3]=[CH:4][C:5]([N:8]2[C:16]3[C:11](=[CH:12][C:13]([O:17][C@H:18]([C:22]4[CH:27]=[CH:26][CH:25]=[C:24]([O:28][CH3:29])[CH:23]=4)[C@@H:19]([NH:21][C:35]([C:31]4[O:30][CH:34]=[CH:33][N:32]=4)=[O:36])[CH3:20])=[CH:14][CH:15]=3)[CH:10]=[N:9]2)=[CH:6][CH:7]=1. (3) Given the reactants Br[C:2]1[CH:7]=[CH:6][C:5]([F:8])=[CH:4][N:3]=1.[NH:9]1[CH2:19][CH2:18][CH:12]([C:13]([O:15][CH2:16][CH3:17])=[O:14])[CH2:11][CH2:10]1.CCN(C(C)C)C(C)C.O, predict the reaction product. The product is: [CH2:16]([O:15][C:13]([CH:12]1[CH2:18][CH2:19][N:9]([C:2]2[CH:7]=[CH:6][C:5]([F:8])=[CH:4][N:3]=2)[CH2:10][CH2:11]1)=[O:14])[CH3:17]. (4) Given the reactants Cl[C:2]1[N:7]=[C:6]([C:8]2[CH:13]=[CH:12][C:11]([Cl:14])=[CH:10][CH:9]=2)[CH:5]=[C:4]([C:15]([F:18])([F:17])[F:16])[N:3]=1.[NH:19]1[CH:23]=[CH:22][N:21]=[CH:20]1, predict the reaction product. The product is: [Cl:14][C:11]1[CH:12]=[CH:13][C:8]([C:6]2[CH:5]=[C:4]([C:15]([F:18])([F:17])[F:16])[N:3]=[C:2]([N:19]3[CH:23]=[CH:22][N:21]=[CH:20]3)[N:7]=2)=[CH:9][CH:10]=1. (5) Given the reactants [CH3:1][CH:2]([C:4]1[C:8]([CH2:9][CH2:10][C:11](OCC)=[O:12])=[CH:7][N:6]([C:16]2[S:17][C:18]([C:21]([F:24])([F:23])[F:22])=[N:19][N:20]=2)[N:5]=1)[CH3:3].[H-].C([Al+]CC(C)C)C(C)C.Cl, predict the reaction product. The product is: [CH3:3][CH:2]([C:4]1[C:8]([CH2:9][CH2:10][CH2:11][OH:12])=[CH:7][N:6]([C:16]2[S:17][C:18]([C:21]([F:23])([F:24])[F:22])=[N:19][N:20]=2)[N:5]=1)[CH3:1].